The task is: Predict the reactants needed to synthesize the given product.. This data is from Full USPTO retrosynthesis dataset with 1.9M reactions from patents (1976-2016). (1) Given the product [CH2:1]([O:3][C:4](=[O:16])[CH2:5][N:6]1[C:14]2[C:9](=[CH:10][CH:11]=[C:12]([O:15][CH2:18][C:19]3[C:20]([CH2:36][CH2:37][O:38][CH3:39])=[N:21][C:22]([C:26]4[CH:27]=[CH:28][C:29]([C:32]([F:35])([F:33])[F:34])=[CH:30][CH:31]=4)=[N:23][C:24]=3[CH3:25])[CH:13]=2)[CH:8]=[CH:7]1)[CH3:2], predict the reactants needed to synthesize it. The reactants are: [CH2:1]([O:3][C:4](=[O:16])[CH2:5][N:6]1[C:14]2[C:9](=[CH:10][CH:11]=[C:12]([OH:15])[CH:13]=2)[CH:8]=[CH:7]1)[CH3:2].Cl[CH2:18][C:19]1[C:20]([CH2:36][CH2:37][O:38][CH3:39])=[N:21][C:22]([C:26]2[CH:31]=[CH:30][C:29]([C:32]([F:35])([F:34])[F:33])=[CH:28][CH:27]=2)=[N:23][C:24]=1[CH3:25].C(=O)([O-])[O-].[Cs+].[Cs+].[I-].[K+]. (2) Given the product [F:1][C:2]1[CH:3]=[C:4]([C:9](=[O:30])[C:10](=[C:21]2[NH:22][C:23]3[CH:29]=[CH:28][CH:27]=[CH:26][C:24]=3[NH:25]2)[C:11]([C:13]2[CH:14]=[C:15]([CH:16]=[CH:17][CH:18]=2)[CH:19]=[O:20])=[O:12])[CH:5]=[C:6]([F:8])[CH:7]=1, predict the reactants needed to synthesize it. The reactants are: [F:1][C:2]1[CH:3]=[C:4]([C:9](=[O:30])[C:10](=[C:21]2[NH:25][C:24]3[CH:26]=[CH:27][CH:28]=[CH:29][C:23]=3[NH:22]2)[C:11]([C:13]2[CH:18]=[CH:17][CH:16]=[C:15]([CH2:19][OH:20])[CH:14]=2)=[O:12])[CH:5]=[C:6]([F:8])[CH:7]=1. (3) The reactants are: [C-:1]#[N:2].[K+].Cl[C:5]1[S:6][C:7]2[CH:13]=[C:12]([NH2:14])[CH:11]=[CH:10][C:8]=2[N:9]=1.C(OCC)(=O)C.CCCCCC.P([O-])(O)(O)=O.[K+]. Given the product [C:1]([C:5]1[S:6][C:7]2[CH:13]=[C:12]([NH2:14])[CH:11]=[CH:10][C:8]=2[N:9]=1)#[N:2], predict the reactants needed to synthesize it. (4) Given the product [CH3:26][C:12]1[C:11](=[O:27])[C:10]2[C:15](=[C:16]([C:17](=[O:19])[CH:18]=[CH:33][C:32]3[CH:35]=[C:36]([O:40][CH3:41])[C:37]([O:38][CH3:39])=[C:30]([O:29][CH3:28])[CH:31]=3)[C:7]([O:6][CH2:3][CH:4]=[CH2:5])=[CH:8][CH:9]=2)[O:14][C:13]=1[C:20]1[CH:21]=[CH:22][CH:23]=[CH:24][CH:25]=1, predict the reactants needed to synthesize it. The reactants are: [OH-].[K+].[CH2:3]([O:6][C:7]1[C:16]([C:17](=[O:19])[CH3:18])=[C:15]2[C:10]([C:11](=[O:27])[C:12]([CH3:26])=[C:13]([C:20]3[CH:25]=[CH:24][CH:23]=[CH:22][CH:21]=3)[O:14]2)=[CH:9][CH:8]=1)[CH:4]=[CH2:5].[CH3:28][O:29][C:30]1[CH:31]=[C:32]([CH:35]=[C:36]([O:40][CH3:41])[C:37]=1[O:38][CH3:39])[CH:33]=O. (5) Given the product [CH:19]1[C:5]2=[C:4]3[C:22]([CH2:23][CH2:24][CH2:25][N:3]3[CH2:2][C@@H:11]3[C@H:6]2[CH2:7][N:8]([C:12]([O:14][C:15]([CH3:18])([CH3:17])[CH3:16])=[O:13])[CH2:9][CH2:10]3)=[CH:21][CH:20]=1, predict the reactants needed to synthesize it. The reactants are: O=[C:2]1[C@@H:11]2[C@@H:6]([CH2:7][N:8]([C:12]([O:14][C:15]([CH3:18])([CH3:17])[CH3:16])=[O:13])[CH2:9][CH2:10]2)[C:5]2[CH:19]=[CH:20][CH:21]=[C:22]3[CH2:23][CH2:24][CH2:25][N:3]1[C:4]=23. (6) Given the product [F:26][C:21]1[CH:20]=[C:19]([CH2:18][C@H:17]([NH:27][C:28](=[O:34])[O:29][C:30]([CH3:31])([CH3:33])[CH3:32])[C:12]2[C:11]([C:6]3[CH:7]=[CH:8][CH:9]=[C:4]4[C:5]=3[CH:36]=[CH:41][N:2]=[CH:1]4)=[CH:16][N:15]=[CH:14][N:13]=2)[CH:24]=[C:23]([F:25])[CH:22]=1, predict the reactants needed to synthesize it. The reactants are: [C:1]([C:4]1[CH:5]=[C:6]([C:11]2[C:12]([C@@H:17]([NH:27][C:28](=[O:34])[O:29][C:30]([CH3:33])([CH3:32])[CH3:31])[CH2:18][C:19]3[CH:24]=[C:23]([F:25])[CH:22]=[C:21]([F:26])[CH:20]=3)=[N:13][CH:14]=[N:15][CH:16]=2)[CH:7]=[CH:8][C:9]=1F)(=O)[NH2:2].Br[C:36]1C([C@@H](NC(=O)OC(C)(C)C)CC2C=C(F)C=C(F)C=2)=NC=N[CH:41]=1.C1C2C(=CC(B(O)O)=CC=2)C=CN=1. (7) The reactants are: [CH2:1]([O:3][C:4]([C:6]1([C:9]2[CH:14]=[CH:13][C:12]([C:15]3[CH:20]=[CH:19][C:18]([C:21]4[O:25][N:24]=[C:23]([CH3:26])[C:22]=4[CH:27]([OH:31])[CH2:28][CH:29]=[CH2:30])=[CH:17][CH:16]=3)=[CH:11][CH:10]=2)[CH2:8][CH2:7]1)=[O:5])[CH3:2].I[C:33]1[CH:34]=[C:35]([CH3:39])[CH:36]=[CH:37][CH:38]=1. Given the product [CH2:1]([O:3][C:4]([C:6]1([C:9]2[CH:10]=[CH:11][C:12]([C:15]3[CH:20]=[CH:19][C:18]([C:21]4[O:25][N:24]=[C:23]([CH3:26])[C:22]=4[CH:27]([OH:31])[CH2:28]/[CH:29]=[CH:30]/[C:33]4[CH:34]=[C:35]([CH3:39])[CH:36]=[CH:37][CH:38]=4)=[CH:17][CH:16]=3)=[CH:13][CH:14]=2)[CH2:8][CH2:7]1)=[O:5])[CH3:2], predict the reactants needed to synthesize it.